Dataset: Forward reaction prediction with 1.9M reactions from USPTO patents (1976-2016). Task: Predict the product of the given reaction. (1) Given the reactants [Si]([C:5]#[N:6])(C)(C)C.[NH2:7][C:8]1[CH:13]=[CH:12][C:11]([CH2:14][CH2:15][CH2:16][C:17]([O:19][CH3:20])=[O:18])=[CH:10][CH:9]=1.[CH3:21][C:22]([CH3:24])=O, predict the reaction product. The product is: [C:5]([C:22]([NH:7][C:8]1[CH:9]=[CH:10][C:11]([CH2:14][CH2:15][CH2:16][C:17]([O:19][CH3:20])=[O:18])=[CH:12][CH:13]=1)([CH3:24])[CH3:21])#[N:6]. (2) The product is: [C:2]([C@@H:4]([CH2:9][CH:10]([CH3:12])[CH3:11])[CH2:5][C:6]([OH:8])=[O:7])#[N:3]. Given the reactants [K].[C:2]([C:4](=[CH:9][CH:10]([CH3:12])[CH3:11])[CH2:5][C:6]([OH:8])=[O:7])#[N:3], predict the reaction product. (3) Given the reactants Br[C:2]1[CH:3]=[CH:4][C:5]2[C:9]3[CH:10]=[CH:11][C:12](Br)=[CH:13][C:8]=3[S:7][C:6]=2[CH:15]=1.[CH3:16][O:17][C:18]1[CH:19]=[CH:20][C:21](B(O)O)=[C:22]([C:24]2[CH:29]=[CH:28][CH:27]=[CH:26][CH:25]=2)[CH:23]=1.[C:33]([O-:36])([O-])=O.[Na+].[Na+].[CH3:39][CH2:40]O, predict the reaction product. The product is: [CH3:16][O:17][C:18]1[CH:19]=[CH:20][C:21]([C:2]2[CH:3]=[CH:4][C:5]3[C:9]4[CH:10]=[CH:11][C:12]([C:2]5[CH:3]=[CH:4][C:5]([O:36][CH3:33])=[CH:6][C:15]=5[C:39]5[CH:40]=[CH:10][CH:9]=[CH:8][CH:13]=5)=[CH:13][C:8]=4[S:7][C:6]=3[CH:15]=2)=[C:22]([C:24]2[CH:29]=[CH:28][CH:27]=[CH:26][CH:25]=2)[CH:23]=1. (4) Given the reactants Cl[C:2]1[CH:17]=[C:6]2[C:7]3[C:12]([CH2:13][CH2:14][N:5]2[C:4](=[O:18])[N:3]=1)=[CH:11][C:10]([O:15][CH3:16])=[CH:9][CH:8]=3.[Cl:19][C:20]1[CH:26]=[CH:25][CH:24]=[CH:23][C:21]=1[NH2:22], predict the reaction product. The product is: [Cl:19][C:20]1[CH:26]=[CH:25][CH:24]=[CH:23][C:21]=1[NH:22][C:2]1[CH:17]=[C:6]2[C:7]3[C:12]([CH2:13][CH2:14][N:5]2[C:4](=[O:18])[N:3]=1)=[CH:11][C:10]([O:15][CH3:16])=[CH:9][CH:8]=3. (5) The product is: [CH3:1][CH2:2][CH2:3][CH2:4][CH2:5][CH2:6][CH2:7][CH2:8]/[CH:9]=[CH:10]/[CH2:11][CH2:12][CH2:13][CH2:14][CH2:15][CH2:16][CH2:17][C:18]([O:20][CH2:21][CH:22]([O:28][C:29]([CH2:31][CH2:32][CH2:33][CH2:34][CH2:35][CH2:36][CH2:37]/[CH:38]=[CH:39]/[CH2:40][CH2:41][CH2:42][CH2:43][CH2:44][CH2:45][CH2:46][CH3:47])=[O:30])[CH2:23][O:74][P:72]([O:71][CH2:70][CH2:69][OH:90])([OH:75])=[O:73])=[O:19]. Given the reactants [CH3:1][CH2:2][CH2:3][CH2:4][CH2:5][CH2:6][CH2:7][CH2:8]/[CH:9]=[CH:10]\[CH2:11][CH2:12][CH2:13][CH2:14][CH2:15][CH2:16][CH2:17][C:18]([O:20][CH2:21][CH:22]([O:28][C:29]([CH2:31][CH2:32][CH2:33][CH2:34][CH2:35][CH2:36][CH2:37]/[CH:38]=[CH:39]\[CH2:40][CH2:41][CH2:42][CH2:43][CH2:44][CH2:45][CH2:46][CH3:47])=[O:30])[CH2:23][N+](C)(C)C)=[O:19].CCCCCCCC/C=C/CCCCCCCC(OC[CH:69]([O:90]C(CCCCCCC/C=C/CCCCCCCC)=O)[CH2:70][O:71][P:72]([O:75]CCNC(CCC(OCCOC)=O)=O)([OH:74])=[O:73])=O.CC1(C)OOC(C)(C)OOC(C)(C)OO1.B([O-])([O-])[O-], predict the reaction product. (6) Given the reactants [Cl:1][C:2]([Cl:20])([Cl:19])[CH2:3][O:4][C:5](=[O:18])[CH:6](Cl)[CH2:7][C:8]1[CH:13]=[CH:12][C:11]([CH2:14][CH2:15][OH:16])=[CH:10][CH:9]=1.[F:21][C:22]1[CH:27]=[CH:26][C:25]([CH2:28][CH2:29][SH:30])=[CH:24][CH:23]=1.COC(=O)C(SCCC1C=CC(F)=CC=1)CC1C=CC(C(C)(C)O[SiH2]C(C)(C)C)=CC=1, predict the reaction product. The product is: [Cl:1][C:2]([Cl:20])([Cl:19])[CH2:3][O:4][C:5](=[O:18])[CH:6]([S:30][CH2:29][CH2:28][C:25]1[CH:26]=[CH:27][C:22]([F:21])=[CH:23][CH:24]=1)[CH2:7][C:8]1[CH:13]=[CH:12][C:11]([CH2:14][CH2:15][OH:16])=[CH:10][CH:9]=1. (7) Given the reactants [CH:1]([C:3]1[C:11]2[C:10]([CH3:12])=[C:9]([C:13]([O:15][CH2:16][CH3:17])=[O:14])[O:8][C:7]=2[C:6]([O:18][CH3:19])=[CH:5][CH:4]=1)=[O:2].S(=O)(=O)([OH:22])N.Cl([O-])=O.[Na+], predict the reaction product. The product is: [CH2:16]([O:15][C:13]([C:9]1[O:8][C:7]2[C:6]([O:18][CH3:19])=[CH:5][CH:4]=[C:3]([C:1]([OH:22])=[O:2])[C:11]=2[C:10]=1[CH3:12])=[O:14])[CH3:17].